From a dataset of Acute oral toxicity (LD50) regression data from Zhu et al.. Regression/Classification. Given a drug SMILES string, predict its toxicity properties. Task type varies by dataset: regression for continuous values (e.g., LD50, hERG inhibition percentage) or binary classification for toxic/non-toxic outcomes (e.g., AMES mutagenicity, cardiotoxicity, hepatotoxicity). Dataset: ld50_zhu. (1) The molecule is CN1CCOCC1. The rat oral LD50 is 1.71, given as -log10 of the dose in mol/kg body weight (higher means more acutely toxic). (2) The molecule is CO[Si](C)(OC)OC. The rat oral LD50 is 1.04, given as -log10 of the dose in mol/kg body weight (higher means more acutely toxic). (3) The molecule is CN(C)C(CSC#N)CSC#N. The rat oral LD50 is 3.39, given as -log10 of the dose in mol/kg body weight (higher means more acutely toxic).